Regression. Given a peptide amino acid sequence and an MHC pseudo amino acid sequence, predict their binding affinity value. This is MHC class I binding data. From a dataset of Peptide-MHC class I binding affinity with 185,985 pairs from IEDB/IMGT. (1) The peptide sequence is SPAIFQSSM. The MHC is HLA-A23:01 with pseudo-sequence HLA-A23:01. The binding affinity (normalized) is 0. (2) The peptide sequence is SLKKDVVIRV. The MHC is HLA-A02:01 with pseudo-sequence HLA-A02:01. The binding affinity (normalized) is 0.398. (3) The peptide sequence is QLSLKMLSL. The MHC is HLA-A80:01 with pseudo-sequence HLA-A80:01. The binding affinity (normalized) is 0.0847. (4) The peptide sequence is KRWGFRSGV. The MHC is HLA-B57:01 with pseudo-sequence HLA-B57:01. The binding affinity (normalized) is 0.0847.